From a dataset of Full USPTO retrosynthesis dataset with 1.9M reactions from patents (1976-2016). Predict the reactants needed to synthesize the given product. (1) Given the product [Br:5][CH2:1][CH2:8][CH2:9][CH2:10][NH:11][C:12](=[O:18])[O:13][C:14]([CH3:17])([CH3:16])[CH3:15], predict the reactants needed to synthesize it. The reactants are: [C:1]([Br:5])(Br)(Br)Br.OC[CH2:8][CH2:9][CH2:10][NH:11][C:12](=[O:18])[O:13][C:14]([CH3:17])([CH3:16])[CH3:15].C1(P(C2C=CC=CC=2)C2C=CC=CC=2)C=CC=CC=1. (2) Given the product [Cl:68][C:69]1[CH:76]=[CH:75][C:72]([CH2:73][NH:74][C:22]([C:3]2[C:2](=[O:1])[N:11]([C:12]3[CH:17]=[CH:16][CH:15]=[C:14]([C:18]([F:19])([F:20])[F:21])[CH:13]=3)[C:10]3[C:5](=[CH:6][CH:7]=[CH:8][CH:9]=3)[N:4]=2)=[O:24])=[CH:71][CH:70]=1, predict the reactants needed to synthesize it. The reactants are: [O:1]=[C:2]1[N:11]([C:12]2[CH:17]=[CH:16][CH:15]=[C:14]([C:18]([F:21])([F:20])[F:19])[CH:13]=2)[C:10]2[C:5](=[CH:6][CH:7]=[CH:8][CH:9]=2)[N:4]=[C:3]1[C:22]([OH:24])=O.CN(C(ON1N=NC2C=CC=NC1=2)=[N+](C)C)C.F[P-](F)(F)(F)(F)F.C1C=NC2N(O)N=NC=2C=1.CCN(C(C)C)C(C)C.[Cl:68][C:69]1[CH:76]=[CH:75][C:72]([CH2:73][NH2:74])=[CH:71][CH:70]=1.